From a dataset of Catalyst prediction with 721,799 reactions and 888 catalyst types from USPTO. Predict which catalyst facilitates the given reaction. (1) Reactant: C[O:2][C:3](=O)[C:4]1[CH:13]=[CH:12][CH:11]=[C:6]([C:7](OC)=[O:8])[C:5]=1[Br:14].[BH4-].[Na+]. Product: [OH:8][CH2:7][C:6]1[CH:11]=[CH:12][CH:13]=[C:4]([CH2:3][OH:2])[C:5]=1[Br:14]. The catalyst class is: 38. (2) Reactant: [C:1]([C:4]1[CH:9]=[C:8]([O:10][CH2:11][C:12]2[CH:17]=[CH:16][CH:15]=[CH:14][CH:13]=2)[CH:7]=[C:6]([N+:18]([O-])=O)[C:5]=1[CH:21]=[CH:22][C:23]([O:25]C)=O)(=[O:3])[CH3:2].[H][H]. Product: [C:1]([C:4]1[CH:9]=[C:8]([O:10][CH2:11][C:12]2[CH:17]=[CH:16][CH:15]=[CH:14][CH:13]=2)[CH:7]=[C:6]2[C:5]=1[CH2:21][CH2:22][C:23](=[O:25])[NH:18]2)(=[O:3])[CH3:2]. The catalyst class is: 171. (3) Reactant: CN(C(ON1N=NC2C=CC=NC1=2)=[N+](C)C)C.F[P-](F)(F)(F)(F)F.CCN(C(C)C)C(C)C.[CH:34]([N:37]1[C:41](=[O:42])/[C:40](=[CH:43]/[C:44]2[O:48][C:47]([S:49][C:50]3[N:54]([CH2:55][C:56](O)=[O:57])[C:53]4[CH:59]=[CH:60][CH:61]=[CH:62][C:52]=4[N:51]=3)=[CH:46][CH:45]=2)/[S:39][C:38]1=[O:63])([CH3:36])[CH3:35].[NH2:64][CH2:65][CH2:66][O:67][CH2:68][CH2:69][O:70][CH2:71][CH2:72][NH:73][C:74](=[O:80])[O:75][C:76]([CH3:79])([CH3:78])[CH3:77]. Product: [CH:34]([N:37]1[C:41](=[O:42])/[C:40](=[CH:43]/[C:44]2[O:48][C:47]([S:49][C:50]3[N:54]([CH2:55][C:56]([NH:64][CH2:65][CH2:66][O:67][CH2:68][CH2:69][O:70][CH2:71][CH2:72][NH:73][C:74](=[O:80])[O:75][C:76]([CH3:78])([CH3:77])[CH3:79])=[O:57])[C:53]4[CH:59]=[CH:60][CH:61]=[CH:62][C:52]=4[N:51]=3)=[CH:46][CH:45]=2)/[S:39][C:38]1=[O:63])([CH3:36])[CH3:35]. The catalyst class is: 3.